This data is from Catalyst prediction with 721,799 reactions and 888 catalyst types from USPTO. The task is: Predict which catalyst facilitates the given reaction. Reactant: Cl[C:2]1[C:11]([CH3:12])=[C:10]([Cl:13])[C:9]2[C:4](=[C:5]([Cl:15])[CH:6]=[CH:7][C:8]=2[F:14])[N:3]=1.C([Sn](CCCC)(CCCC)[C:21]1[CH:26]=[CH:25][CH:24]=[CH:23][N:22]=1)CCC. Product: [Cl:13][C:10]1[C:9]2[C:4](=[C:5]([Cl:15])[CH:6]=[CH:7][C:8]=2[F:14])[N:3]=[C:2]([C:21]2[CH:26]=[CH:25][CH:24]=[CH:23][N:22]=2)[C:11]=1[CH3:12]. The catalyst class is: 11.